This data is from Full USPTO retrosynthesis dataset with 1.9M reactions from patents (1976-2016). The task is: Predict the reactants needed to synthesize the given product. Given the product [CH:1]1([C:4]2[NH:13][C:7]3[N:8]=[N:9][C:10]([C:17]#[C:16][CH2:15][CH2:14][N:18]4[CH:22]=[C:21]([C:23]([O:25][CH3:26])=[O:24])[N:20]=[N:19]4)=[CH:11][C:6]=3[CH:5]=2)[CH2:3][CH2:2]1, predict the reactants needed to synthesize it. The reactants are: [CH:1]1([C:4]2[NH:13][C:7]3[N:8]=[N:9][C:10](I)=[CH:11][C:6]=3[CH:5]=2)[CH2:3][CH2:2]1.[CH2:14]([N:18]1[CH:22]=[C:21]([C:23]([O:25][CH3:26])=[O:24])[N:20]=[N:19]1)[CH2:15][C:16]#[CH:17].C(N(CC)CC)C.N#N.